This data is from Forward reaction prediction with 1.9M reactions from USPTO patents (1976-2016). The task is: Predict the product of the given reaction. (1) Given the reactants [NH2:1][C:2]1[N:3]=[CH:4][C:5]([C:12]2[CH:22]=[CH:21][C:15]([C:16]([N:18]([CH3:20])[CH3:19])=[O:17])=[CH:14][CH:13]=2)=[N:6][C:7]=1[C:8]([NH:10][NH2:11])=[O:9].[NH2:23][C:24]1[N:29]=[C:28]([C:30](O)=[O:31])[CH:27]=[CH:26][CH:25]=1.C(N(CC)CC)C.F[B-](F)(F)F.N1(OC(=[N+](C)C)N(C)C)C2C=CC=CC=2N=N1, predict the reaction product. The product is: [NH2:1][C:2]1[N:3]=[CH:4][C:5]([C:12]2[CH:13]=[CH:14][C:15]([C:16]([N:18]([CH3:19])[CH3:20])=[O:17])=[CH:21][CH:22]=2)=[N:6][C:7]=1[C:8]([NH:10][NH:11][C:30]([C:28]1[CH:27]=[CH:26][CH:25]=[C:24]([NH2:23])[N:29]=1)=[O:31])=[O:9]. (2) Given the reactants [F:1][C:2]1[CH:7]=[CH:6][C:5]([C@@H:8]([NH:10][C:11]2[N:16]=[C:15]([NH:17][C:18]3[CH:23]=[N:22][CH:21]=[CH:20][N:19]=3)[CH:14]=[C:13]([C:24]3[O:28][C:27]([Si](C(C)C)(C(C)C)C(C)C)=[N:26][CH:25]=3)[N:12]=2)[CH3:9])=[CH:4][CH:3]=1.O1CCCC1.[F-].C([N+](CCCC)(CCCC)CCCC)CCC, predict the reaction product. The product is: [F:1][C:2]1[CH:7]=[CH:6][C:5]([C@@H:8]([NH:10][C:11]2[N:16]=[C:15]([NH:17][C:18]3[CH:23]=[N:22][CH:21]=[CH:20][N:19]=3)[CH:14]=[C:13]([C:24]3[O:28][CH:27]=[N:26][CH:25]=3)[N:12]=2)[CH3:9])=[CH:4][CH:3]=1. (3) Given the reactants [O:1]1[CH:5]=[CH:4][CH:3]=[C:2]1[C:6]([OH:8])=O.C(N1C=CN=C1)(N1C=CN=C1)=O.[NH2:21][C@H:22]([C:33]1[NH:34][CH:35]=[C:36]([C:38]2[CH:43]=[CH:42][CH:41]=[CH:40][CH:39]=2)[N:37]=1)[CH2:23][C:24]1[C:32]2[C:27](=[CH:28][CH:29]=[CH:30][CH:31]=2)[NH:26][CH:25]=1, predict the reaction product. The product is: [O:1]1[CH:5]=[CH:4][CH:3]=[C:2]1[C:6]([NH:21][C@H:22]([C:33]1[NH:34][CH:35]=[C:36]([C:38]2[CH:43]=[CH:42][CH:41]=[CH:40][CH:39]=2)[N:37]=1)[CH2:23][C:24]1[C:32]2[C:27](=[CH:28][CH:29]=[CH:30][CH:31]=2)[NH:26][CH:25]=1)=[O:8]. (4) Given the reactants C(OC([N:8]1[CH2:17][C@:16]([C:19]2[CH:24]=[C:23]([F:25])[CH:22]=[C:21]([F:26])[CH:20]=2)([CH3:18])[N:15]([CH2:27][C:28]([OH:30])=[O:29])[C:14](=[O:31])[C:9]21[CH2:13][CH2:12][CH2:11][CH2:10]2)=O)(C)(C)C.OS(O)(=O)=O.[CH3:37]O, predict the reaction product. The product is: [F:25][C:23]1[CH:24]=[C:19]([C@@:16]2([CH3:18])[N:15]([CH2:27][C:28]([O:30][CH3:37])=[O:29])[C:14](=[O:31])[C:9]3([CH2:10][CH2:11][CH2:12][CH2:13]3)[NH:8][CH2:17]2)[CH:20]=[C:21]([F:26])[CH:22]=1.